Dataset: Forward reaction prediction with 1.9M reactions from USPTO patents (1976-2016). Task: Predict the product of the given reaction. (1) Given the reactants [NH2:1][C:2]1[NH:3][CH:4]=[C:5]([C:7]([O:9][CH2:10][CH3:11])=[O:8])[N:6]=1.[Cl:12][C:13]1[CH:30]=[C:29]([Cl:31])[CH:28]=[CH:27][C:14]=1[CH:15]=[C:16]([C:24](=O)[CH3:25])[C:17]([O:19][C:20]([CH3:23])([CH3:22])[CH3:21])=[O:18], predict the reaction product. The product is: [Cl:12][C:13]1[CH:30]=[C:29]([Cl:31])[CH:28]=[CH:27][C:14]=1[CH:15]1[N:3]2[CH:4]=[C:5]([C:7]([O:9][CH2:10][CH3:11])=[O:8])[N:6]=[C:2]2[NH:1][C:24]([CH3:25])=[C:16]1[C:17]([O:19][C:20]([CH3:21])([CH3:23])[CH3:22])=[O:18].[Cl:12][C:13]1[CH:30]=[C:29]([Cl:31])[CH:28]=[CH:27][C:14]=1[CH:15]1[N:6]2[C:5]([C:7]([O:9][CH2:10][CH3:11])=[O:8])=[CH:4][N:3]=[C:2]2[NH:1][C:24]([CH3:25])=[C:16]1[C:17]([O:19][C:20]([CH3:21])([CH3:23])[CH3:22])=[O:18]. (2) Given the reactants [C:1]([O:5][C:6]([N:8]1[C@H:17]([C:18]([OH:20])=O)[CH2:16][C:15]2[C:10](=[CH:11][C:12]([OH:21])=[CH:13][CH:14]=2)[CH2:9]1)=[O:7])([CH3:4])([CH3:3])[CH3:2].C(Cl)CCl.C1C=NC2N(O)N=NC=2C=1.[C@H:36]1([NH2:46])[C:45]2[C:40](=[CH:41][CH:42]=[CH:43][CH:44]=2)[CH2:39][CH2:38][CH2:37]1.CN1CCOCC1.C([O-])(O)=O.[Na+], predict the reaction product. The product is: [OH:21][C:12]1[CH:11]=[C:10]2[C:15]([CH2:16][C@@H:17]([C:18](=[O:20])[NH:46][C@H:36]3[C:45]4[C:40](=[CH:41][CH:42]=[CH:43][CH:44]=4)[CH2:39][CH2:38][CH2:37]3)[N:8]([C:6]([O:5][C:1]([CH3:3])([CH3:2])[CH3:4])=[O:7])[CH2:9]2)=[CH:14][CH:13]=1. (3) Given the reactants Cl.[CH2:2]([O:4]C(=O)[C@H](CS)N)[CH3:3].C(N(CC)CC)C.C(C1CS[C:25]([C:28]2[CH:33]=[CH:32][CH:31]=[CH:30][CH:29]=2)=[N:24]1)(OCC)=O, predict the reaction product. The product is: [C:25](=[NH:24])([O:4][CH2:2][CH3:3])[C:28]1[CH:29]=[CH:30][CH:31]=[CH:32][CH:33]=1. (4) Given the reactants [Cl:1][C:2]1[CH:3]=[CH:4][C:5]2[N:11]3[C:12]([C:15]([F:18])([F:17])[F:16])=[N:13][N:14]=[C:10]3[C@@H:9]([CH2:19][C:20]([O:22]C)=[O:21])[S:8][C@H:7]([C:24]3[CH:29]=[CH:28][CH:27]=[C:26]([O:30][CH3:31])[C:25]=3[O:32][CH3:33])[C:6]=2[CH:34]=1.O.Cl.C(OCC)(=O)C, predict the reaction product. The product is: [Cl:1][C:2]1[CH:3]=[CH:4][C:5]2[N:11]3[C:12]([C:15]([F:18])([F:17])[F:16])=[N:13][N:14]=[C:10]3[C@@H:9]([CH2:19][C:20]([OH:22])=[O:21])[S:8][C@H:7]([C:24]3[CH:29]=[CH:28][CH:27]=[C:26]([O:30][CH3:31])[C:25]=3[O:32][CH3:33])[C:6]=2[CH:34]=1. (5) Given the reactants [CH2:1]([O:19][C:20]1[CH:21]=[C:22]([CH:45]2[O:49][CH:48]([CH2:50][OH:51])[CH2:47][O:46]2)[CH:23]=[C:24]([O:26][CH2:27][CH2:28][CH2:29][CH2:30][CH2:31][CH2:32][CH2:33][CH2:34]/[CH:35]=[CH:36]\[CH2:37][CH2:38][CH2:39][CH2:40][CH2:41][CH2:42][CH2:43][CH3:44])[CH:25]=1)[CH2:2][CH2:3][CH2:4][CH2:5][CH2:6][CH2:7][CH2:8]/[CH:9]=[CH:10]\[CH2:11][CH2:12][CH2:13][CH2:14][CH2:15][CH2:16][CH2:17][CH3:18].CCN(C(C)C)C(C)C.[CH3:61][S:62](Cl)(=[O:64])=[O:63], predict the reaction product. The product is: [CH3:61][S:62]([O:51][CH2:50][CH:48]1[CH2:47][O:46][CH:45]([C:22]2[CH:23]=[C:24]([O:26][CH2:27][CH2:28][CH2:29][CH2:30][CH2:31][CH2:32][CH2:33][CH2:34]/[CH:35]=[CH:36]\[CH2:37][CH2:38][CH2:39][CH2:40][CH2:41][CH2:42][CH2:43][CH3:44])[CH:25]=[C:20]([O:19][CH2:1][CH2:2][CH2:3][CH2:4][CH2:5][CH2:6][CH2:7][CH2:8]/[CH:9]=[CH:10]\[CH2:11][CH2:12][CH2:13][CH2:14][CH2:15][CH2:16][CH2:17][CH3:18])[CH:21]=2)[O:49]1)(=[O:64])=[O:63]. (6) Given the reactants Cl.Cl.Cl.[O:4]1[C:8]2[CH:9]=[CH:10][CH:11]=[C:12]([N:13]3[CH2:18][CH2:17][N:16]([CH2:19][CH2:20][C@H:21]4[CH2:26][CH2:25][C@H:24]([NH2:27])[CH2:23][CH2:22]4)[CH2:15][CH2:14]3)[C:7]=2[O:6][CH2:5]1.[F:28][C:29]1[CH:37]=[CH:36][C:32]([C:33](O)=[O:34])=[CH:31][CH:30]=1, predict the reaction product. The product is: [O:4]1[C:8]2[CH:9]=[CH:10][CH:11]=[C:12]([N:13]3[CH2:18][CH2:17][N:16]([CH2:19][CH2:20][C@H:21]4[CH2:26][CH2:25][C@H:24]([NH:27][C:33](=[O:34])[C:32]5[CH:36]=[CH:37][C:29]([F:28])=[CH:30][CH:31]=5)[CH2:23][CH2:22]4)[CH2:15][CH2:14]3)[C:7]=2[O:6][CH2:5]1. (7) Given the reactants [H-].[Na+].[NH2:3][C:4]1[CH:5]=[CH:6][C:7]([CH3:11])=[C:8]([OH:10])[CH:9]=1.I[C:13]1[CH:14]=[CH:15][C:16]2[N:17]([CH:19]=[C:20]([NH:22][C:23]([CH:25]3[CH2:27][CH2:26]3)=[O:24])[N:21]=2)[N:18]=1, predict the reaction product. The product is: [NH2:3][C:4]1[CH:5]=[CH:6][C:7]([CH3:11])=[C:8]([CH:9]=1)[O:10][C:13]1[CH:14]=[CH:15][C:16]2[N:17]([CH:19]=[C:20]([NH:22][C:23]([CH:25]3[CH2:26][CH2:27]3)=[O:24])[N:21]=2)[N:18]=1.